Task: Predict the product of the given reaction.. Dataset: Forward reaction prediction with 1.9M reactions from USPTO patents (1976-2016) (1) Given the reactants [F:1][CH:2]([F:32])[C:3]1[N:7]([C:8]2[N:13]=[C:12]([N:14]3[CH2:19][CH2:18][O:17][CH2:16][CH2:15]3)[N:11]=[C:10]([NH:20][C@H:21]3[CH2:26][CH2:25][C@H:24]([NH2:27])[CH2:23][CH2:22]3)[CH:9]=2)[C:6]2[CH:28]=[CH:29][CH:30]=[CH:31][C:5]=2[N:4]=1.[C:33]([O:37][C:38]([NH:40][C:41]([CH3:46])([C:43](O)=[O:44])[CH3:42])=[O:39])([CH3:36])([CH3:35])[CH3:34].F[P-](F)(F)(F)(F)F.CN(C(N(C)C)=[N+]1C2C(=NC=CC=2)[N+]([O-])=N1)C.C(N(CC)C(C)C)(C)C, predict the reaction product. The product is: [C:33]([O:37][C:38](=[O:39])[NH:40][C:41]([CH3:46])([CH3:42])[C:43]([NH:27][C@H:24]1[CH2:23][CH2:22][C@H:21]([NH:20][C:10]2[CH:9]=[C:8]([N:7]3[C:6]4[CH:28]=[CH:29][CH:30]=[CH:31][C:5]=4[N:4]=[C:3]3[CH:2]([F:1])[F:32])[N:13]=[C:12]([N:14]3[CH2:15][CH2:16][O:17][CH2:18][CH2:19]3)[N:11]=2)[CH2:26][CH2:25]1)=[O:44])([CH3:36])([CH3:34])[CH3:35]. (2) Given the reactants O1CCC[O:3][CH:2]1[C:7]1[C:12]2[O:13][C:14](=[O:21])[C:15]3[CH2:16][NH:17][CH2:18][CH2:19][C:20]=3[C:11]=2[CH:10]=[CH:9][C:8]=1[OH:22].CCN(CC)CC.Br[CH2:31][C:32]([CH3:34])=[CH2:33], predict the reaction product. The product is: [OH:22][C:8]1[C:7]([CH:2]=[O:3])=[C:12]2[O:13][C:14](=[O:21])[C:15]3[CH2:16][N:17]([CH2:33][C:32]([CH3:34])=[CH2:31])[CH2:18][CH2:19][C:20]=3[C:11]2=[CH:10][CH:9]=1.